This data is from Full USPTO retrosynthesis dataset with 1.9M reactions from patents (1976-2016). The task is: Predict the reactants needed to synthesize the given product. (1) Given the product [Cl:27][C:28]1[C:29]([F:54])=[C:30]([NH:34][C:35]2[C:44]3[C:39](=[CH:40][C:41]([O:52][CH3:53])=[C:42]([O:45][CH:46]4[CH2:47][CH2:48][N:49]([C:71](=[O:72])[CH2:70][C:68]5[O:67][N:66]=[C:65]([CH3:64])[CH:69]=5)[CH2:50][CH2:51]4)[CH:43]=3)[N:38]=[CH:37][N:36]=2)[CH:31]=[CH:32][CH:33]=1, predict the reactants needed to synthesize it. The reactants are: CN(C(ON1N=NC2C=CC=NC1=2)=[N+](C)C)C.F[P-](F)(F)(F)(F)F.Cl.Cl.[Cl:27][C:28]1[C:29]([F:54])=[C:30]([NH:34][C:35]2[C:44]3[C:39](=[CH:40][C:41]([O:52][CH3:53])=[C:42]([O:45][CH:46]4[CH2:51][CH2:50][NH:49][CH2:48][CH2:47]4)[CH:43]=3)[N:38]=[CH:37][N:36]=2)[CH:31]=[CH:32][CH:33]=1.C(N(C(C)C)CC)(C)C.[CH3:64][C:65]1[CH:69]=[C:68]([CH2:70][C:71](O)=[O:72])[O:67][N:66]=1. (2) Given the product [Cl:26][C:23]1[CH:24]=[CH:25][C:20]([C:18]([NH:17][CH:13]([CH2:12][C:7]2[C:5]3[C:4](=[CH:3][CH:2]=[CH:1][CH:6]=3)[NH:11][C:9](=[O:10])[CH:8]=2)[C:14]([O:16][CH:29]([C:30]([N:32]2[CH2:33][CH2:34][N:35]([CH3:38])[CH2:36][CH2:37]2)=[O:31])[CH2:39][CH3:40])=[O:15])=[O:19])=[CH:21][CH:22]=1, predict the reactants needed to synthesize it. The reactants are: [CH:1]1[CH:2]=[CH:3][C:4]2[NH:11][C:9](=[O:10])[CH:8]=[C:7]([CH2:12][CH:13]([NH:17][C:18]([C:20]3[CH:21]=[CH:22][C:23]([Cl:26])=[CH:24][CH:25]=3)=[O:19])[C:14]([OH:16])=[O:15])[C:5]=2[CH:6]=1.[Br-].Br[CH:29]([CH2:39][CH3:40])[C:30]([NH+:32]1[CH2:37][CH2:36][N:35]([CH3:38])[CH2:34][CH2:33]1)=[O:31]. (3) Given the product [CH3:27][N:28]([CH2:39][O:19][C:18]([C:10]1[NH:11][C:12]2[C:17]([C:9]=1[NH:8][C:5]1[CH:6]=[CH:7][N:2]=[CH:3][CH:4]=1)=[CH:16][CH:15]=[CH:14][CH:13]=2)=[O:20])[S:29]([C:32]1[CH:37]=[CH:36][C:35]([CH3:38])=[CH:34][CH:33]=1)(=[O:30])=[O:31], predict the reactants needed to synthesize it. The reactants are: [K+].[N:2]1[CH:7]=[CH:6][C:5]([NH:8][C:9]2[C:17]3[C:12](=[CH:13][CH:14]=[CH:15][CH:16]=3)[NH:11][C:10]=2[C:18]([O-:20])=[O:19])=[CH:4][CH:3]=1.CN(C=O)C.Cl[CH2:27][N:28]([CH3:39])[S:29]([C:32]1[CH:37]=[CH:36][C:35]([CH3:38])=[CH:34][CH:33]=1)(=[O:31])=[O:30].O.